From a dataset of Full USPTO retrosynthesis dataset with 1.9M reactions from patents (1976-2016). Predict the reactants needed to synthesize the given product. (1) Given the product [Cl:32][C:19]1[C:16]2[CH:17]=[N:18][C:13]([NH:12][C:10](=[O:11])[C:9]3[CH:23]=[CH:24][C:6]([C@@:3]([OH:5])([CH3:4])[CH2:2][OH:1])=[CH:7][CH:8]=3)=[CH:14][C:15]=2[N:21]([CH3:22])[CH:20]=1, predict the reactants needed to synthesize it. The reactants are: [OH:1][CH2:2][C@:3]([C:6]1[CH:24]=[CH:23][C:9]([C:10]([NH:12][C:13]2[N:18]=[CH:17][C:16]3[CH:19]=[CH:20][N:21]([CH3:22])[C:15]=3[CH:14]=2)=[O:11])=[CH:8][CH:7]=1)([OH:5])[CH3:4].C1C(=O)N([Cl:32])C(=O)C1. (2) Given the product [F:6][C:7]([C:11]1[S:4][C:3]([NH2:5])=[N:2][N:1]=1)([F:12])[CH3:8], predict the reactants needed to synthesize it. The reactants are: [NH2:1][NH:2][C:3]([NH2:5])=[S:4].[F:6][C:7]([F:12])([CH3:11])[C:8](O)=O.O=P(Cl)(Cl)Cl. (3) Given the product [CH:18]1([CH2:22][O:23][CH2:24][CH:25]2[CH2:26][CH2:27][CH:28]([N:1]3[CH2:2][CH2:3][CH:4]([N:7]4[C:12](=[O:13])[CH2:11][O:10][C@H:9]5[CH2:14][CH2:15][CH2:16][CH2:17][C@H:8]45)[CH2:5][CH2:6]3)[CH2:29][CH2:30]2)[CH2:19][CH2:20][CH2:21]1, predict the reactants needed to synthesize it. The reactants are: [NH:1]1[CH2:6][CH2:5][CH:4]([N:7]2[C:12](=[O:13])[CH2:11][O:10][C@H:9]3[CH2:14][CH2:15][CH2:16][CH2:17][C@H:8]23)[CH2:3][CH2:2]1.[CH:18]1([CH2:22][O:23][CH2:24][CH:25]2[CH2:30][CH2:29][C:28](=O)[CH2:27][CH2:26]2)[CH2:21][CH2:20][CH2:19]1. (4) Given the product [F:57][C:58]1[CH:66]=[CH:65][C:61]([C:62]([NH:1][CH2:2][C@@H:3]2[C@@H:11]([C@@:12]3([CH3:21])[CH2:17][CH2:16][C@H:15]([OH:18])[CH2:14][C@@H:13]3[CH2:19][OH:20])[CH2:10][CH2:9][C@@:8]3([CH3:22])[C@H:4]2[CH2:5][CH2:6][C:7]3=[CH2:23])=[O:63])=[CH:60][CH:59]=1, predict the reactants needed to synthesize it. The reactants are: [NH2:1][CH2:2][C@@H:3]1[C@@H:11]([C@@:12]2([CH3:21])[CH2:17][CH2:16][C@H:15]([OH:18])[CH2:14][C@@H:13]2[CH2:19][OH:20])[CH2:10][CH2:9][C@@:8]2([CH3:22])[C@H:4]1[CH2:5][CH2:6][C:7]2=[CH2:23].C1CN([P+](ON2N=NC3C=CC=CC2=3)(N2CCCC2)N2CCCC2)CC1.F[P-](F)(F)(F)(F)F.[F:57][C:58]1[CH:66]=[CH:65][C:61]([C:62](O)=[O:63])=[CH:60][CH:59]=1.CCN(C(C)C)C(C)C. (5) Given the product [C:1]([O:5][C:6]([N:8]1[CH2:13][CH2:12][CH:11]([C:14]2[CH:19]=[CH:18][N:17]3[C:20]([C:23]([O:25][CH2:26][CH3:27])=[O:24])=[CH:21][N:22]=[C:16]3[CH:15]=2)[CH2:10][CH2:9]1)=[O:7])([CH3:4])([CH3:3])[CH3:2], predict the reactants needed to synthesize it. The reactants are: [C:1]([O:5][C:6]([N:8]1[CH2:13][CH:12]=[C:11]([C:14]2[CH:19]=[CH:18][N:17]3[C:20]([C:23]([O:25][CH2:26][CH3:27])=[O:24])=[CH:21][N:22]=[C:16]3[CH:15]=2)[CH2:10][CH2:9]1)=[O:7])([CH3:4])([CH3:3])[CH3:2]. (6) Given the product [N:1]([CH2:4][C@@H:5]([NH:15][C:31]([C:29]1[S:30][C:26]([C:25]2[C:20]3[C@H:19]([CH3:34])[CH2:18][C@@H:17]([OH:16])[C:21]=3[N:22]=[CH:23][N:24]=2)=[CH:27][CH:28]=1)=[O:32])[CH2:6][C:7]1[CH:12]=[CH:11][C:10]([Cl:13])=[CH:9][C:8]=1[Cl:14])=[N+:2]=[N-:3], predict the reactants needed to synthesize it. The reactants are: [N:1]([CH2:4][C@@H:5]([NH2:15])[CH2:6][C:7]1[CH:12]=[CH:11][C:10]([Cl:13])=[CH:9][C:8]=1[Cl:14])=[N+:2]=[N-:3].[OH:16][C@H:17]1[C:21]2[N:22]=[CH:23][N:24]=[C:25]([C:26]3[S:30][C:29]([C:31](O)=[O:32])=[CH:28][CH:27]=3)[C:20]=2[C@H:19]([CH3:34])[CH2:18]1.CCN(C(C)C)C(C)C.CN(C(ON1N=NC2C=CC=CC1=2)=[N+](C)C)C.F[P-](F)(F)(F)(F)F. (7) Given the product [C:1]1([CH2:11][CH2:12][O:13][CH2:14][CH2:15][C:16]([OH:18])=[O:17])[C:10]2[C:5](=[CH:6][CH:7]=[CH:8][CH:9]=2)[CH:4]=[CH:3][CH:2]=1, predict the reactants needed to synthesize it. The reactants are: [C:1]1([CH2:11][CH2:12][O:13][CH2:14][CH2:15][C:16]([O:18]C(C)(C)C)=[O:17])[C:10]2[C:5](=[CH:6][CH:7]=[CH:8][CH:9]=2)[CH:4]=[CH:3][CH:2]=1.FC(F)(F)C(O)=O.